This data is from NCI-60 drug combinations with 297,098 pairs across 59 cell lines. The task is: Regression. Given two drug SMILES strings and cell line genomic features, predict the synergy score measuring deviation from expected non-interaction effect. (1) Drug 1: CN(C)N=NC1=C(NC=N1)C(=O)N. Drug 2: CC1C(C(CC(O1)OC2CC(CC3=C2C(=C4C(=C3O)C(=O)C5=CC=CC=C5C4=O)O)(C(=O)C)O)N)O. Cell line: M14. Synergy scores: CSS=42.5, Synergy_ZIP=-2.00, Synergy_Bliss=2.54, Synergy_Loewe=-21.7, Synergy_HSA=4.10. (2) Drug 1: CC1=C(N=C(N=C1N)C(CC(=O)N)NCC(C(=O)N)N)C(=O)NC(C(C2=CN=CN2)OC3C(C(C(C(O3)CO)O)O)OC4C(C(C(C(O4)CO)O)OC(=O)N)O)C(=O)NC(C)C(C(C)C(=O)NC(C(C)O)C(=O)NCCC5=NC(=CS5)C6=NC(=CS6)C(=O)NCCC[S+](C)C)O. Drug 2: C1CN(CCN1C(=O)CCBr)C(=O)CCBr. Cell line: SNB-19. Synergy scores: CSS=12.9, Synergy_ZIP=-8.36, Synergy_Bliss=1.76, Synergy_Loewe=-2.44, Synergy_HSA=0.895. (3) Drug 1: CCC(=C(C1=CC=CC=C1)C2=CC=C(C=C2)OCCN(C)C)C3=CC=CC=C3.C(C(=O)O)C(CC(=O)O)(C(=O)O)O. Drug 2: C1=CC=C(C(=C1)C(C2=CC=C(C=C2)Cl)C(Cl)Cl)Cl. Cell line: SK-MEL-28. Synergy scores: CSS=0.00500, Synergy_ZIP=-0.677, Synergy_Bliss=-0.842, Synergy_Loewe=-9.87, Synergy_HSA=-4.12. (4) Cell line: COLO 205. Synergy scores: CSS=38.5, Synergy_ZIP=10.8, Synergy_Bliss=8.63, Synergy_Loewe=-4.24, Synergy_HSA=6.99. Drug 1: C1=NC2=C(N=C(N=C2N1C3C(C(C(O3)CO)O)O)F)N. Drug 2: C(CN)CNCCSP(=O)(O)O. (5) Drug 1: C1=C(C(=O)NC(=O)N1)N(CCCl)CCCl. Drug 2: C1=NC2=C(N=C(N=C2N1C3C(C(C(O3)CO)O)F)Cl)N. Cell line: 786-0. Synergy scores: CSS=38.7, Synergy_ZIP=-5.54, Synergy_Bliss=-8.53, Synergy_Loewe=-13.0, Synergy_HSA=-5.66. (6) Drug 1: CCCCC(=O)OCC(=O)C1(CC(C2=C(C1)C(=C3C(=C2O)C(=O)C4=C(C3=O)C=CC=C4OC)O)OC5CC(C(C(O5)C)O)NC(=O)C(F)(F)F)O. Drug 2: CC=C1C(=O)NC(C(=O)OC2CC(=O)NC(C(=O)NC(CSSCCC=C2)C(=O)N1)C(C)C)C(C)C. Cell line: SW-620. Synergy scores: CSS=62.9, Synergy_ZIP=6.23, Synergy_Bliss=7.22, Synergy_Loewe=-0.453, Synergy_HSA=8.02. (7) Drug 1: C1=NC2=C(N1)C(=S)N=C(N2)N. Drug 2: CS(=O)(=O)CCNCC1=CC=C(O1)C2=CC3=C(C=C2)N=CN=C3NC4=CC(=C(C=C4)OCC5=CC(=CC=C5)F)Cl. Cell line: U251. Synergy scores: CSS=23.7, Synergy_ZIP=-11.3, Synergy_Bliss=0.0293, Synergy_Loewe=-10.5, Synergy_HSA=-0.0553. (8) Drug 1: CC1C(C(CC(O1)OC2CC(CC3=C2C(=C4C(=C3O)C(=O)C5=C(C4=O)C(=CC=C5)OC)O)(C(=O)C)O)N)O.Cl. Drug 2: CC1=C(C(CCC1)(C)C)C=CC(=CC=CC(=CC(=O)O)C)C. Cell line: RPMI-8226. Synergy scores: CSS=58.1, Synergy_ZIP=-4.84, Synergy_Bliss=-3.47, Synergy_Loewe=-4.80, Synergy_HSA=1.41. (9) Drug 1: C1=NC2=C(N1)C(=S)N=C(N2)N. Drug 2: C1CN(CCN1C(=O)CCBr)C(=O)CCBr. Cell line: UACC-257. Synergy scores: CSS=24.2, Synergy_ZIP=-11.0, Synergy_Bliss=-5.66, Synergy_Loewe=-18.9, Synergy_HSA=-5.82. (10) Drug 1: CCN(CC)CCNC(=O)C1=C(NC(=C1C)C=C2C3=C(C=CC(=C3)F)NC2=O)C. Drug 2: COC1=C2C(=CC3=C1OC=C3)C=CC(=O)O2. Cell line: M14. Synergy scores: CSS=-0.0245, Synergy_ZIP=10.3, Synergy_Bliss=15.4, Synergy_Loewe=10.1, Synergy_HSA=5.10.